From a dataset of Forward reaction prediction with 1.9M reactions from USPTO patents (1976-2016). Predict the product of the given reaction. (1) Given the reactants O=S(Cl)Cl.Cl.[NH2:6][C@H:7]([C:9]([OH:11])=[O:10])[CH3:8].[CH:12](O)([CH3:14])[CH3:13], predict the reaction product. The product is: [NH2:6][C@@H:7]([CH3:8])[C:9]([O:11][CH:12]([CH3:14])[CH3:13])=[O:10]. (2) Given the reactants C1(P(C2C=CC=CC=2)C2C=CC=CC=2)C=CC=CC=1.[OH:20][C:21]1[CH:31]=[CH:30][C:24]([C:25]([O:27][CH2:28][CH3:29])=[O:26])=[CH:23][CH:22]=1.C(OC(=O)[NH:38][CH2:39][CH2:40]O)(C)(C)C.N(C(OC(C)C)=O)=NC(OC(C)C)=O.C([Cl:60])(=O)C, predict the reaction product. The product is: [ClH:60].[CH2:28]([O:27][C:25](=[O:26])[C:24]1[CH:23]=[CH:22][C:21]([O:20][CH2:40][CH2:39][NH2:38])=[CH:31][CH:30]=1)[CH3:29]. (3) Given the reactants [OH:1][C:2]1[C:6]([CH2:7][C:8]([O:10][CH3:11])=[O:9])=[CH:5][N:4]([CH3:12])[N:3]=1.Cl[CH2:14][C:15]1[CH:16]=[CH:17][C:18]([O:21][CH2:22][C:23]2[N:24]=[C:25]([C:29]3[CH:34]=[CH:33][CH:32]=[CH:31][CH:30]=3)[S:26][C:27]=2[CH3:28])=[N:19][CH:20]=1.C(=O)([O-])[O-].[K+].[K+].CN(C)C=O, predict the reaction product. The product is: [CH3:12][N:4]1[CH:5]=[C:6]([CH2:7][C:8]([O:10][CH3:11])=[O:9])[C:2]([O:1][CH2:14][C:15]2[CH:20]=[N:19][C:18]([O:21][CH2:22][C:23]3[N:24]=[C:25]([C:29]4[CH:34]=[CH:33][CH:32]=[CH:31][CH:30]=4)[S:26][C:27]=3[CH3:28])=[CH:17][CH:16]=2)=[N:3]1. (4) Given the reactants [NH2:1][C:2]1[C:11]2[CH:10]=[CH:9][CH:8]=[C:7](Br)[C:6]=2[N:5]=[C:4]2[CH2:13][N:14]([CH:17]3[CH2:20][CH2:19][CH2:18]3)[C:15](=[O:16])[C:3]=12.C([Sn](CCCC)(CCCC)[C:26]1[CH:33]=[CH:32][C:29]([C:30]#[N:31])=[CH:28][N:27]=1)CCC, predict the reaction product. The product is: [NH2:1][C:2]1[C:11]2[CH:10]=[CH:9][CH:8]=[C:7]([C:26]3[CH:33]=[CH:32][C:29]([C:30]#[N:31])=[CH:28][N:27]=3)[C:6]=2[N:5]=[C:4]2[CH2:13][N:14]([CH:17]3[CH2:20][CH2:19][CH2:18]3)[C:15](=[O:16])[C:3]=12. (5) The product is: [C:19]1([C:17]2[O:16][N:15]=[C:14]([CH2:13][NH:11][C:8]34[CH2:10][CH:4]5[CH2:5][CH:6]([CH2:1][CH:2]([CH2:3]5)[CH2:9]3)[CH2:7]4)[N:18]=2)[CH:20]=[CH:21][CH:22]=[CH:23][CH:24]=1. Given the reactants [CH2:1]1[CH:6]2[CH2:7][C:8]3([NH2:11])[CH2:10][CH:4]([CH2:5]2)[CH2:3][CH:2]1[CH2:9]3.Cl[CH2:13][C:14]1[N:18]=[C:17]([C:19]2[CH:24]=[CH:23][CH:22]=[CH:21][CH:20]=2)[O:16][N:15]=1, predict the reaction product. (6) Given the reactants [CH3:1][C:2]1[O:6][N:5]=[C:4]([C:7]2[CH:12]=[CH:11][CH:10]=[CH:9][CH:8]=2)[C:3]=1[C:13]([NH:15][NH2:16])=[O:14].[N:17]1[CH:22]=[CH:21][CH:20]=[CH:19][C:18]=1[C:23](O)=O, predict the reaction product. The product is: [CH3:1][C:2]1[O:6][N:5]=[C:4]([C:7]2[CH:12]=[CH:11][CH:10]=[CH:9][CH:8]=2)[C:3]=1[C:13]1[O:14][C:23]([C:18]2[CH:19]=[CH:20][CH:21]=[CH:22][N:17]=2)=[N:16][N:15]=1.